The task is: Predict which catalyst facilitates the given reaction.. This data is from Catalyst prediction with 721,799 reactions and 888 catalyst types from USPTO. (1) Reactant: Br[CH2:2][C:3](=O)[C:4]([F:7])([F:6])[F:5].[NH2:9][C:10]([NH2:12])=[S:11]. Product: [F:5][C:4]([F:7])([F:6])[C:3]1[N:9]=[C:10]([NH2:12])[S:11][CH:2]=1. The catalyst class is: 8. (2) Reactant: [CH3:1][C@H:2]1[CH2:7][O:6][CH2:5][CH2:4][N:3]1[C:8]1[N:9]=[C:10]([N:29]2[CH2:34][CH2:33][O:32][CH2:31][C@@H:30]2[CH3:35])[C:11]2[CH:17]=[CH:16][C:15]([C:18]3[CH:26]=[CH:25][C:21]([C:22](O)=[O:23])=[C:20]([O:27][CH3:28])[CH:19]=3)=[N:14][C:12]=2[N:13]=1.[CH3:36][N:37](C(ON1N=NC2C=CC=CC1=2)=[N+](C)C)C.F[P-](F)(F)(F)(F)F.CN.C(N(CC)CC)C. Product: [CH3:1][C@H:2]1[CH2:7][O:6][CH2:5][CH2:4][N:3]1[C:8]1[N:9]=[C:10]([N:29]2[CH2:34][CH2:33][O:32][CH2:31][C@@H:30]2[CH3:35])[C:11]2[CH:17]=[CH:16][C:15]([C:18]3[CH:26]=[CH:25][C:21]([C:22]([NH:37][CH3:36])=[O:23])=[C:20]([O:27][CH3:28])[CH:19]=3)=[N:14][C:12]=2[N:13]=1. The catalyst class is: 1. (3) Reactant: [Cl-].O[NH3+:3].[C:4](=[O:7])([O-])[OH:5].[Na+].CS(C)=O.[CH2:13]([C:17]1[N:18]=[C:19]([CH3:51])[N:20]([CH2:39][C:40]2[N:41]=[C:42]([C:45]3[CH:50]=[CH:49][CH:48]=[CH:47][CH:46]=3)[S:43][CH:44]=2)[C:21](=[O:38])[C:22]=1[CH2:23][C:24]1[CH:29]=[CH:28][C:27]([C:30]2[C:31]([C:36]#[N:37])=[CH:32][CH:33]=[CH:34][CH:35]=2)=[CH:26][CH:25]=1)[CH2:14][CH2:15][CH3:16]. Product: [CH2:13]([C:17]1[N:18]=[C:19]([CH3:51])[N:20]([CH2:39][C:40]2[N:41]=[C:42]([C:45]3[CH:50]=[CH:49][CH:48]=[CH:47][CH:46]=3)[S:43][CH:44]=2)[C:21](=[O:38])[C:22]=1[CH2:23][C:24]1[CH:25]=[CH:26][C:27]([C:30]2[CH:35]=[CH:34][CH:33]=[CH:32][C:31]=2[C:36]2[NH:3][C:4](=[O:7])[O:5][N:37]=2)=[CH:28][CH:29]=1)[CH2:14][CH2:15][CH3:16]. The catalyst class is: 13. (4) Reactant: [OH:1][CH2:2][C:3]1[C:4]([C:29]([F:32])([F:31])[F:30])=[N:5][N:6]([CH2:8][C:9]2[CH:10]=[C:11]3[C:15](=[CH:16][CH:17]=2)[CH:14]([NH:18]C(=O)OCC2C=CC=CC=2)[CH2:13][CH2:12]3)[CH:7]=1. Product: [NH2:18][CH:14]1[C:15]2[C:11](=[CH:10][C:9]([CH2:8][N:6]3[CH:7]=[C:3]([CH2:2][OH:1])[C:4]([C:29]([F:32])([F:31])[F:30])=[N:5]3)=[CH:17][CH:16]=2)[CH2:12][CH2:13]1. The catalyst class is: 421. (5) Reactant: [CH3:1][N:2]([CH3:18])[C@H:3]1[CH2:7][CH2:6][N:5]([C:8]2[CH:9]=[C:10]([CH:15]=[CH:16][CH:17]=2)[C:11]([O:13]C)=[O:12])[CH2:4]1.[OH-].[Na+]. Product: [CH3:1][N:2]([CH3:18])[C@H:3]1[CH2:7][CH2:6][N:5]([C:8]2[CH:9]=[C:10]([CH:15]=[CH:16][CH:17]=2)[C:11]([OH:13])=[O:12])[CH2:4]1. The catalyst class is: 5. (6) Reactant: [Br:1][C:2]1[CH:12]=[CH:11][C:5]([CH:6]([OH:10])[C:7]([OH:9])=[O:8])=[CH:4][CH:3]=1.[C:13](OC(=O)C)(=[O:15])[CH3:14]. Product: [C:13]([O:10][CH:6]([C:5]1[CH:11]=[CH:12][C:2]([Br:1])=[CH:3][CH:4]=1)[C:7]([OH:9])=[O:8])(=[O:15])[CH3:14]. The catalyst class is: 17. (7) Reactant: [SH:1][C:2]1[C:11]2[C:6](=[CH:7][C:8]([O:14][CH3:15])=[C:9]([O:12][CH3:13])[CH:10]=2)[N:5]=[CH:4][C:3]=1[C:16]#[N:17].[F:18][C:19]1[CH:28]=[CH:27][C:22]([C:23](=[O:26])[CH2:24]Br)=[CH:21][CH:20]=1.[OH-].[Na+]. Product: [NH2:17][C:16]1[C:3]2[CH:4]=[N:5][C:6]3[CH:7]=[C:8]([O:14][CH3:15])[C:9]([O:12][CH3:13])=[CH:10][C:11]=3[C:2]=2[S:1][C:24]=1[C:23]([C:22]1[CH:27]=[CH:28][C:19]([F:18])=[CH:20][CH:21]=1)=[O:26]. The catalyst class is: 5. (8) Product: [BrH:1].[Br:1][C:2]1[CH:7]=[CH:6][C:5]2[NH:8][C:11]([NH2:10])=[N:9][C:4]=2[CH:3]=1. The catalyst class is: 212. Reactant: [Br:1][C:2]1[CH:7]=[CH:6][C:5]([NH2:8])=[C:4]([NH2:9])[CH:3]=1.[N:10]#[C:11]Br. (9) Reactant: COC(=O)[NH:4][CH:5]([C:9]([N:11]1[CH2:15][CH2:14][CH2:13][CH:12]1[C:16]1[NH:17][C:18]([C:21]2[CH:26]=[CH:25][C:24](Br)=[CH:23][CH:22]=2)=[CH:19][N:20]=1)=[O:10])[CH:6]([CH3:8])[CH3:7].[CH3:29][O:30][C:31](=[O:70])[NH:32][CH:33]([C:37]([N:39]1[CH:44]([C:45]2[NH:46][C:47]([C:50]3[CH:59]=[CH:58][C:57]4[C:52](=[CH:53][CH:54]=[C:55](B5OC(C)(C)C(C)(C)O5)[CH:56]=4)[CH:51]=3)=[CH:48][N:49]=2)[CH:43]2[CH2:69][CH:40]1[CH2:41][CH2:42]2)=[O:38])[CH:34]([CH3:36])[CH3:35].[C:71]([O-:74])([OH:73])=O.[Na+].[CH3:76]OCCOC. Product: [CH3:29][O:30][C:31](=[O:70])[NH:32][CH:33]([C:37]([N:39]1[CH:44]([C:45]2[NH:46][C:47]([C:50]3[CH:59]=[CH:58][C:57]4[C:52](=[CH:53][CH:54]=[C:55]([C:24]5[CH:23]=[CH:22][C:21]([C:18]6[NH:17][C:16]([CH:12]7[CH2:13][CH2:14][CH2:15][N:11]7[C:9](=[O:10])[CH:5]([NH:4][C:71]([O:74][CH3:76])=[O:73])[CH:6]([CH3:7])[CH3:8])=[N:20][CH:19]=6)=[CH:26][CH:25]=5)[CH:56]=4)[CH:51]=3)=[CH:48][N:49]=2)[CH:43]2[CH2:69][CH:40]1[CH2:41][CH2:42]2)=[O:38])[CH:34]([CH3:35])[CH3:36]. The catalyst class is: 6.